Dataset: TCR-epitope binding with 47,182 pairs between 192 epitopes and 23,139 TCRs. Task: Binary Classification. Given a T-cell receptor sequence (or CDR3 region) and an epitope sequence, predict whether binding occurs between them. (1) The epitope is LLMPILTLT. The TCR CDR3 sequence is CATSALAGARYNEQFF. Result: 1 (the TCR binds to the epitope). (2) The epitope is MLNIPSINV. The TCR CDR3 sequence is CASSFAGGTDTQYF. Result: 0 (the TCR does not bind to the epitope). (3) The epitope is FIAGLIAIV. The TCR CDR3 sequence is CASSEWGNQPQHF. Result: 1 (the TCR binds to the epitope). (4) The epitope is FSKQLQQSM. The TCR CDR3 sequence is CASSLGGLGGGEQFF. Result: 1 (the TCR binds to the epitope). (5) The epitope is CLGGLLTMV. The TCR CDR3 sequence is CASSQERGPYNEQFF. Result: 0 (the TCR does not bind to the epitope). (6) The epitope is ISPRTLNAW. The TCR CDR3 sequence is CASSYRVPPDTDTQYF. Result: 0 (the TCR does not bind to the epitope).